Dataset: Full USPTO retrosynthesis dataset with 1.9M reactions from patents (1976-2016). Task: Predict the reactants needed to synthesize the given product. (1) Given the product [CH3:27][O:28][C:29]1[O:33][C:32]([C:34]([NH:23][C:22]2[CH:24]=[CH:25][CH:26]=[C:20]([CH2:19][CH2:18][N:15]3[CH2:14][CH2:13][N:12]([C:8]4[CH:7]=[CH:6][CH:5]=[C:4]5[C:9]=4[CH:10]=[CH:11][C:2]([CH3:1])=[N:3]5)[CH2:17][CH2:16]3)[CH:21]=2)=[O:35])=[N:31][CH:30]=1, predict the reactants needed to synthesize it. The reactants are: [CH3:1][C:2]1[CH:11]=[CH:10][C:9]2[C:4](=[CH:5][CH:6]=[CH:7][C:8]=2[N:12]2[CH2:17][CH2:16][N:15]([CH2:18][CH2:19][C:20]3[CH:21]=[C:22]([CH:24]=[CH:25][CH:26]=3)[NH2:23])[CH2:14][CH2:13]2)[N:3]=1.[CH3:27][O:28][C:29]1[O:33][C:32]([C:34](O)=[O:35])=[N:31][CH:30]=1. (2) Given the product [F:34][C:28]1[C:29]([F:33])=[CH:30][CH:31]=[CH:32][C:27]=1[C:25]1[N:26]=[C:21]2[CH:20]=[N:19][N:18]([CH2:17][C:15]3[O:14][N:13]=[C:12]([C:5]4[CH:6]=[CH:7][C:8]([O:10][CH3:11])=[CH:9][C:4]=4[C:3]([OH:35])=[O:2])[CH:16]=3)[CH:23]=[C:22]2[N:24]=1, predict the reactants needed to synthesize it. The reactants are: C[O:2][C:3](=[O:35])[C:4]1[CH:9]=[C:8]([O:10][CH3:11])[CH:7]=[CH:6][C:5]=1[C:12]1[CH:16]=[C:15]([CH2:17][N:18]2[CH:23]=[C:22]3[N:24]=[C:25]([C:27]4[CH:32]=[CH:31][CH:30]=[C:29]([F:33])[C:28]=4[F:34])[N:26]=[C:21]3[CH:20]=[N:19]2)[O:14][N:13]=1.Cl. (3) Given the product [F:35][C:36]1[CH:13]=[C:8]([CH:9]=[C:42]([F:44])[CH:43]=1)[CH2:7][N:5]1[CH2:6][C@@H:2]([CH3:1])[C@H:3]([C:15]2[NH:16][C:17](=[O:30])[C:18]3[CH:23]=[N:22][N:21]([CH:24]4[CH2:25][CH2:26][O:27][CH2:28][CH2:29]4)[C:19]=3[N:20]=2)[CH2:4]1, predict the reactants needed to synthesize it. The reactants are: [CH3:1][C@@H:2]1[CH2:6][N:5]([CH2:7][C:8]2[CH:9]=NC(C)=N[CH:13]=2)[CH2:4][C@H:3]1[C:15]1[NH:16][C:17](=[O:30])[C:18]2[CH:23]=[N:22][N:21]([CH:24]3[CH2:29][CH2:28][O:27][CH2:26][CH2:25]3)[C:19]=2[N:20]=1.C([BH3-])#N.[Na+].[F:35][C:36]1C=C(C=[C:42]([F:44])[CH:43]=1)C=O. (4) Given the product [O:1]=[C:2]1[CH:10]([C:11]2[C:16]3=[C:17]([O:31][CH3:32])[C:18]([C:20]([NH:22][CH2:23][CH2:24][CH2:25][N:26]4[CH2:30][CH2:37][O:36][CH2:35][CH2:34]4)=[O:21])=[CH:19][N:15]3[N:14]=[CH:13][N:12]=2)[C:9]2[C:4](=[CH:5][CH:6]=[CH:7][CH:8]=2)[NH:3]1, predict the reactants needed to synthesize it. The reactants are: [O:1]=[C:2]1[CH:10]([C:11]2[C:16]3=[C:17]([O:31][CH3:32])[C:18]([C:20]([NH:22][CH2:23][CH2:24][CH2:25][N:26]4[CH:30]=NC=N4)=[O:21])=[CH:19][N:15]3[N:14]=[CH:13][N:12]=2)[C:9]2[C:4](=[CH:5][CH:6]=[CH:7][CH:8]=2)[NH:3]1.N1(CCCN)C[CH2:37][O:36][CH2:35][CH2:34]1.